Predict the reactants needed to synthesize the given product. From a dataset of Full USPTO retrosynthesis dataset with 1.9M reactions from patents (1976-2016). (1) Given the product [F:20][C:8]1[CH:9]=[C:10]([N:13]2[CH2:18][CH2:17][O:16][CH2:15][C:14]2=[O:19])[CH:11]=[CH:12][C:7]=1[N:6]1[C:5](=[O:21])[CH2:4][C@@H:3]([NH:22][C:23](=[O:32])[O:24][CH2:25][C:26]2[CH:27]=[CH:28][CH:29]=[CH:30][CH:31]=2)[CH2:2]1, predict the reactants needed to synthesize it. The reactants are: O[CH2:2][C@H:3]([NH:22][C:23](=[O:32])[O:24][CH2:25][C:26]1[CH:31]=[CH:30][CH:29]=[CH:28][CH:27]=1)[CH2:4][C:5](=[O:21])[NH:6][C:7]1[CH:12]=[CH:11][C:10]([N:13]2[CH2:18][CH2:17][O:16][CH2:15][C:14]2=[O:19])=[CH:9][C:8]=1[F:20].N(C(OC(C)(C)C)=O)=NC(OC(C)(C)C)=O.C(P(CCCC)CCCC)CCC. (2) Given the product [NH2:2][CH2:1][C:3]1[CH:24]=[C:23]([F:25])[CH:22]=[CH:21][C:4]=1[O:5][C:6]1[CH:7]=[C:8]2[C:12](=[CH:13][CH:14]=1)[N:11]([CH2:15][C:16]([N:18]([CH3:20])[CH3:19])=[O:17])[N:10]=[CH:9]2, predict the reactants needed to synthesize it. The reactants are: [C:1]([C:3]1[CH:24]=[C:23]([F:25])[CH:22]=[CH:21][C:4]=1[O:5][C:6]1[CH:7]=[C:8]2[C:12](=[CH:13][CH:14]=1)[N:11]([CH2:15][C:16]([N:18]([CH3:20])[CH3:19])=[O:17])[N:10]=[CH:9]2)#[N:2].N1C=CC=CC=1C1C=CC=CN=1.[BH4-].[Na+]. (3) Given the product [F:6][C:7]1[CH:12]=[CH:11][CH:10]=[C:9]([F:13])[C:8]=1[N:14]1[C:15]2[CH:20]=[CH:19][CH:18]=[CH:17][C:16]=2[NH:21][S:1]1(=[O:3])=[O:2], predict the reactants needed to synthesize it. The reactants are: [S:1](N)(N)(=[O:3])=[O:2].[F:6][C:7]1[CH:12]=[CH:11][CH:10]=[C:9]([F:13])[C:8]=1[NH:14][C:15]1[C:16]([NH2:21])=[CH:17][CH:18]=[CH:19][CH:20]=1. (4) Given the product [OH:13][C:5]1[C:6]([C:23](=[O:27])[CH:24]([CH3:26])[CH3:25])=[C:7]([O:11][CH3:12])[C:8]([O:9][CH3:10])=[C:3]([O:2][CH3:1])[CH:4]=1, predict the reactants needed to synthesize it. The reactants are: [CH3:1][O:2][C:3]1[CH:4]=[C:5]([OH:13])[CH:6]=[C:7]([O:11][CH3:12])[C:8]=1[O:9][CH3:10].B(F)(F)F.CCOCC.[C:23](Cl)(=[O:27])[CH:24]([CH3:26])[CH3:25]. (5) Given the product [Cl:12][C:13]1[CH:30]=[CH:29][C:16]([CH2:17][N:18]2[C:19]3[CH:23]=[CH:22][NH:21][C:20]=3[C:24](=[O:26])[NH:9][C:10]2=[S:11])=[C:15]([C:31]2([CH3:36])[O:32][CH2:33][CH2:34][O:35]2)[CH:14]=1, predict the reactants needed to synthesize it. The reactants are: C([N:9]=[C:10]=[S:11])(=O)C1C=CC=CC=1.[Cl:12][C:13]1[CH:30]=[CH:29][C:16]([CH2:17][NH:18][C:19]2[CH:23]=[CH:22][NH:21][C:20]=2[C:24]([O:26]CC)=O)=[C:15]([C:31]2([CH3:36])[O:35][CH2:34][CH2:33][O:32]2)[CH:14]=1.C([O-])([O-])=O.[Cs+].[Cs+]. (6) Given the product [CH3:37][N:36]1[CH2:27][CH2:26][CH2:25][CH2:34]1.[NH2:1][C@:2]([O:71][CH2:72][CH:73]=[CH2:74])([C:8]([NH:10][C@@H:11]([C:18]([NH:20][CH2:21][C:22]([NH:24][C@H:25]([C:34]([NH:36][C@@H:37]([C:39]([NH:41][C@H:42]([C:51]([NH2:53])=[O:52])[CH2:43][C:44](=[O:50])[O:45][C:46]([CH3:49])([CH3:48])[CH3:47])=[O:40])[CH3:38])=[O:35])[CH2:26][C:27](=[O:33])[O:28][C:29]([CH3:30])([CH3:31])[CH3:32])=[O:23])=[O:19])[CH2:12][O:13][C:14]([CH3:16])([CH3:15])[CH3:17])=[O:9])[CH2:3][CH2:4][C:5](=[O:6])[OH:7], predict the reactants needed to synthesize it. The reactants are: [NH2:1][C@:2]([O:71][CH2:72][CH:73]=[CH2:74])([C:8]([NH:10][C@@H:11]([C:18]([NH:20][CH2:21][C:22]([NH:24][C@H:25]([C:34]([NH:36][C@@H:37]([C:39]([NH:41][C@H:42]([C:51]([NH:53]C(OCC1C2C(=CC=CC=2)C2C1=CC=CC=2)=O)=[O:52])[CH2:43][C:44](=[O:50])[O:45][C:46]([CH3:49])([CH3:48])[CH3:47])=[O:40])[CH3:38])=[O:35])[CH2:26][C:27](=[O:33])[O:28][C:29]([CH3:32])([CH3:31])[CH3:30])=[O:23])=[O:19])[CH2:12][O:13][C:14]([CH3:17])([CH3:16])[CH3:15])=[O:9])[CH2:3][CH2:4][C:5](=[O:7])[OH:6]. (7) Given the product [CH3:7][C:8]1([CH3:17])[C:16]2[C:11](=[CH:12][C:13]([N+:18]([O-:20])=[O:19])=[CH:14][CH:15]=2)[NH:10][CH2:9]1, predict the reactants needed to synthesize it. The reactants are: OS(O)(=O)=O.Cl.[CH3:7][C:8]1([CH3:17])[C:16]2[C:11](=[CH:12][CH:13]=[CH:14][CH:15]=2)[NH:10][CH2:9]1.[N+:18]([O-])([OH:20])=[O:19].[NH4+].[OH-]. (8) Given the product [CH:20]1([N:15]([CH2:16][CH:17]([CH3:19])[CH3:18])[C:3]2[C:2]([NH:1][C:27]([NH:26][C:29]3[CH:34]=[CH:33][C:32]([CH3:35])=[CH:31][CH:30]=3)=[O:28])=[CH:7][C:6]([C@H:8]3[CH2:10][C@H:9]3[C:11]([OH:13])=[O:12])=[C:5]([F:14])[CH:4]=2)[CH2:21][CH2:22][CH2:23][CH2:24][CH2:25]1, predict the reactants needed to synthesize it. The reactants are: [NH2:1][C:2]1[C:3]([N:15]([CH:20]2[CH2:25][CH2:24][CH2:23][CH2:22][CH2:21]2)[CH2:16][CH:17]([CH3:19])[CH3:18])=[CH:4][C:5]([F:14])=[C:6]([C@H:8]2[CH2:10][C@H:9]2[C:11]([OH:13])=[O:12])[CH:7]=1.[N:26]([C:29]1[CH:34]=[CH:33][C:32]([CH3:35])=[CH:31][CH:30]=1)=[C:27]=[O:28].